This data is from Forward reaction prediction with 1.9M reactions from USPTO patents (1976-2016). The task is: Predict the product of the given reaction. Given the reactants [N+:1]([C:4]1[CH:9]=[CH:8][C:7]([NH:10][CH2:11][CH2:12][S:13]([NH2:16])(=[O:15])=[O:14])=[CH:6][CH:5]=1)([O-])=O.S(S([O-])=O)([O-])=O.[Na+].[Na+], predict the reaction product. The product is: [NH2:1][C:4]1[CH:5]=[CH:6][C:7]([NH:10][CH2:11][CH2:12][S:13]([NH2:16])(=[O:14])=[O:15])=[CH:8][CH:9]=1.